Dataset: Forward reaction prediction with 1.9M reactions from USPTO patents (1976-2016). Task: Predict the product of the given reaction. (1) The product is: [Cl:1][C:2]1[C:9]([CH3:10])=[C:8]([NH:22][C@@H:23]2[CH2:28][CH2:27][CH2:26][CH2:25][C@@H:24]2[OH:29])[CH:7]=[CH:6][C:3]=1[C:4]#[N:5]. Given the reactants [Cl:1][C:2]1[C:9]([CH3:10])=[C:8](F)[CH:7]=[CH:6][C:3]=1[C:4]#[N:5].C(N(C(C)C)CC)(C)C.Cl.[NH2:22][C@@H:23]1[CH2:28][CH2:27][CH2:26][CH2:25][C@@H:24]1[OH:29], predict the reaction product. (2) Given the reactants [Cl:1][C:2]1[CH:3]=[C:4]([CH:7]=[CH:8][CH:9]=1)[CH:5]=[CH2:6].C(N(CCCC)CCCC)CCC.F[B-](F)(F)F.C(P(C(C)(C)C)C(C)(C)C)(C)(C)C.[C:41]([NH:49][C:50]1[CH:62]=[C:61](Br)[CH:60]=[CH:59][C:51]=1[C:52]([O:54][C:55]([CH3:58])([CH3:57])[CH3:56])=[O:53])(=[O:48])[C:42]1[CH:47]=[CH:46][CH:45]=[CH:44][CH:43]=1.C(O)(=O)CC(CC(O)=O)(C(O)=O)O, predict the reaction product. The product is: [C:41]([NH:49][C:50]1[CH:62]=[C:61](/[CH:6]=[CH:5]/[C:4]2[CH:7]=[CH:8][CH:9]=[C:2]([Cl:1])[CH:3]=2)[CH:60]=[CH:59][C:51]=1[C:52]([O:54][C:55]([CH3:57])([CH3:58])[CH3:56])=[O:53])(=[O:48])[C:42]1[CH:43]=[CH:44][CH:45]=[CH:46][CH:47]=1.